Dataset: Full USPTO retrosynthesis dataset with 1.9M reactions from patents (1976-2016). Task: Predict the reactants needed to synthesize the given product. (1) The reactants are: [CH3:1][N:2]1[CH:6]=[CH:5][N:4]=[C:3]1[CH2:7][N:8]([CH2:17][CH2:18][C:19]1[CH:24]=[CH:23][C:22]([S:25](=[O:28])(=[O:27])[NH2:26])=[CH:21][CH:20]=1)[CH2:9][C:10]([O:12]C(C)(C)C)=[O:11]. Given the product [CH3:1][N:2]1[CH:6]=[CH:5][N:4]=[C:3]1[CH2:7][N:8]([CH2:17][CH2:18][C:19]1[CH:24]=[CH:23][C:22]([S:25](=[O:27])(=[O:28])[NH2:26])=[CH:21][CH:20]=1)[CH2:9][C:10]([OH:12])=[O:11], predict the reactants needed to synthesize it. (2) Given the product [C:1]([C:5]1[N:14]=[CH:13][C:12]2[CH2:11][CH2:10][C:9]3[N:15]=[C:16]([NH:18][C:24]([N:21]4[CH:20]=[CH:19][N:23]=[CH:22]4)=[O:25])[S:17][C:8]=3[C:7]=2[N:6]=1)([CH3:4])([CH3:2])[CH3:3], predict the reactants needed to synthesize it. The reactants are: [C:1]([C:5]1[N:14]=[CH:13][C:12]2[CH2:11][CH2:10][C:9]3[N:15]=[C:16]([NH2:18])[S:17][C:8]=3[C:7]=2[N:6]=1)([CH3:4])([CH3:3])[CH3:2].[CH:19]1[N:23]=[CH:22][N:21]([C:24](N2C=NC=C2)=[O:25])[CH:20]=1.C(Cl)Cl.